This data is from Forward reaction prediction with 1.9M reactions from USPTO patents (1976-2016). The task is: Predict the product of the given reaction. Given the reactants [OH-].[Na+].C[O:4][C:5]([C:7]1[CH:8]=[C:9]2[C:14](=[CH:15][CH:16]=1)[N:13]([C:17](=[O:19])[CH3:18])[C:12]([CH3:21])([CH3:20])[CH2:11][C:10]2([C:23]1[CH:28]=[CH:27][CH:26]=[CH:25][CH:24]=1)[CH3:22])=[O:6].O, predict the reaction product. The product is: [C:17]([N:13]1[C:14]2[C:9](=[CH:8][C:7]([C:5]([OH:6])=[O:4])=[CH:16][CH:15]=2)[C:10]([C:23]2[CH:28]=[CH:27][CH:26]=[CH:25][CH:24]=2)([CH3:22])[CH2:11][C:12]1([CH3:21])[CH3:20])(=[O:19])[CH3:18].